Dataset: Reaction yield outcomes from USPTO patents with 853,638 reactions. Task: Predict the reaction yield, written as a fraction of the theoretical maximum amount of product (1.0 means a 100% yield; for example, 0.34 means a 34% yield). (1) The reactants are C1(P(C2C=CC=CC=2)C2C=CC=CC=2)C=CC=CC=1.BrN1C(=O)CCC1=O.[Br:28][C:29]1[CH:30]=[C:31]([CH:39]([CH2:43][CH:44]2[CH2:48][CH2:47][CH2:46][CH2:45]2)[C:40]([OH:42])=O)[CH:32]=[CH:33][C:34]=1[S:35]([CH3:38])(=[O:37])=[O:36].[NH2:49][C:50]1[CH:55]=[CH:54][CH:53]=[CH:52][N:51]=1. The catalyst is C(Cl)Cl. The product is [Br:28][C:29]1[CH:30]=[C:31]([CH:39]([CH2:43][CH:44]2[CH2:48][CH2:47][CH2:46][CH2:45]2)[C:40]([NH:49][C:50]2[CH:55]=[CH:54][CH:53]=[CH:52][N:51]=2)=[O:42])[CH:32]=[CH:33][C:34]=1[S:35]([CH3:38])(=[O:36])=[O:37]. The yield is 0.730. (2) The reactants are [CH:1]([N:4]1[C:8]([C:9]2[S:10][C:11]3[CH2:12][CH2:13][O:14][C:15]4[CH:22]=[C:21]([CH:23]5[CH2:28][CH2:27][NH:26][CH2:25][CH2:24]5)[CH:20]=[CH:19][C:16]=4[C:17]=3[N:18]=2)=[N:7][CH:6]=[N:5]1)([CH3:3])[CH3:2].C(N(CC)CC)C.[CH3:36][S:37](Cl)(=[O:39])=[O:38].O. The catalyst is C(Cl)Cl. The product is [CH:1]([N:4]1[C:8]([C:9]2[S:10][C:11]3[CH2:12][CH2:13][O:14][C:15]4[CH:22]=[C:21]([CH:23]5[CH2:28][CH2:27][N:26]([S:37]([CH3:36])(=[O:39])=[O:38])[CH2:25][CH2:24]5)[CH:20]=[CH:19][C:16]=4[C:17]=3[N:18]=2)=[N:7][CH:6]=[N:5]1)([CH3:3])[CH3:2]. The yield is 0.500. (3) The reactants are Br[C:2]1[CH:3]=[N:4][CH:5]=[C:6]([N:10]2[N:19]=[CH:18][C:17]3[C:12](=[C:13]([F:24])[CH:14]=[C:15]([C:20]([CH3:23])([CH3:22])[CH3:21])[CH:16]=3)[C:11]2=[O:25])[C:7]=1[CH:8]=[O:9].[CH3:26][N:27]1[CH:32]=[C:31](B2OC(C)(C)C(C)(C)O2)[CH:30]=[C:29]([NH:42][C:43]2[CH:48]=[CH:47][C:46]([N:49]3[CH2:54][CH2:53][N:52]([CH:55]4[CH2:58][O:57][CH2:56]4)[CH2:51][C@@H:50]3[CH3:59])=[CH:45][N:44]=2)[C:28]1=[O:60].CC([O-])=O.[K+].C(#N)C. The catalyst is C1C=CC(P(C2C=CC=CC=2)[C-]2C=CC=C2)=CC=1.C1C=CC(P(C2C=CC=CC=2)[C-]2C=CC=C2)=CC=1.Cl[Pd]Cl.[Fe+2].O. The product is [C:20]([C:15]1[CH:16]=[C:17]2[C:12](=[C:13]([F:24])[CH:14]=1)[C:11](=[O:25])[N:10]([C:6]1[CH:5]=[N:4][CH:3]=[C:2]([C:31]3[CH:30]=[C:29]([NH:42][C:43]4[CH:48]=[CH:47][C:46]([N:49]5[CH2:54][CH2:53][N:52]([CH:55]6[CH2:56][O:57][CH2:58]6)[CH2:51][C@@H:50]5[CH3:59])=[CH:45][N:44]=4)[C:28](=[O:60])[N:27]([CH3:26])[CH:32]=3)[C:7]=1[CH:8]=[O:9])[N:19]=[CH:18]2)([CH3:23])([CH3:22])[CH3:21]. The yield is 0.360. (4) The reactants are [Si]([O:8][C:9]1([CH3:26])[C:14](=[O:15])[CH:13]=[C:12]([C:16]2[CH:21]=[CH:20][N:19]=[CH:18][C:17]=2[N+:22]([O-:24])=[O:23])[O:11][CH:10]1[CH3:25])(C(C)(C)C)(C)C.Cl. The catalyst is C1COCC1. The product is [OH:8][C:9]1([CH3:26])[C:14](=[O:15])[CH:13]=[C:12]([C:16]2[CH:21]=[CH:20][N:19]=[CH:18][C:17]=2[N+:22]([O-:24])=[O:23])[O:11][CH:10]1[CH3:25]. The yield is 0.790.